The task is: Regression/Classification. Given a drug SMILES string, predict its toxicity properties. Task type varies by dataset: regression for continuous values (e.g., LD50, hERG inhibition percentage) or binary classification for toxic/non-toxic outcomes (e.g., AMES mutagenicity, cardiotoxicity, hepatotoxicity). Dataset: ld50_zhu.. This data is from Acute oral toxicity (LD50) regression data from Zhu et al.. (1) The compound is COC(=O)C(C)c1ccc(-c2ccsc2)cc1. The rat oral LD50 is 2.02, given as -log10 of the dose in mol/kg body weight (higher means more acutely toxic). (2) The drug is Cc1ccc(=O)n(CSP(=S)(OC(C)C)OC(C)C)n1. The rat oral LD50 is 3.34, given as -log10 of the dose in mol/kg body weight (higher means more acutely toxic). (3) The molecule is C[N+](C)([O-])CCC=C1c2ccccc2CCc2ccccc21. The rat oral LD50 is 2.21, given as -log10 of the dose in mol/kg body weight (higher means more acutely toxic). (4) The molecule is C=CCOC(=O)C1CC2OC2CC1C. The rat oral LD50 is 2.59, given as -log10 of the dose in mol/kg body weight (higher means more acutely toxic). (5) The compound is CCCSP(C)(=S)SCCC. The rat oral LD50 is 4.10, given as -log10 of the dose in mol/kg body weight (higher means more acutely toxic). (6) The drug is CC1(COCC2(C)CO2)CO1. The rat oral LD50 is 1.97, given as -log10 of the dose in mol/kg body weight (higher means more acutely toxic).